Dataset: NCI-60 drug combinations with 297,098 pairs across 59 cell lines. Task: Regression. Given two drug SMILES strings and cell line genomic features, predict the synergy score measuring deviation from expected non-interaction effect. (1) Drug 1: CCC1=CC2CC(C3=C(CN(C2)C1)C4=CC=CC=C4N3)(C5=C(C=C6C(=C5)C78CCN9C7C(C=CC9)(C(C(C8N6C)(C(=O)OC)O)OC(=O)C)CC)OC)C(=O)OC.C(C(C(=O)O)O)(C(=O)O)O. Drug 2: CC1=C2C(C(=O)C3(C(CC4C(C3C(C(C2(C)C)(CC1OC(=O)C(C(C5=CC=CC=C5)NC(=O)OC(C)(C)C)O)O)OC(=O)C6=CC=CC=C6)(CO4)OC(=O)C)O)C)O. Cell line: NCIH23. Synergy scores: CSS=41.7, Synergy_ZIP=-4.08, Synergy_Bliss=-3.46, Synergy_Loewe=-4.89, Synergy_HSA=-1.13. (2) Drug 1: COC1=C(C=C2C(=C1)N=CN=C2NC3=CC(=C(C=C3)F)Cl)OCCCN4CCOCC4. Drug 2: COC1=CC(=CC(=C1O)OC)C2C3C(COC3=O)C(C4=CC5=C(C=C24)OCO5)OC6C(C(C7C(O6)COC(O7)C8=CC=CS8)O)O. Cell line: SF-268. Synergy scores: CSS=37.3, Synergy_ZIP=8.69, Synergy_Bliss=9.64, Synergy_Loewe=10.0, Synergy_HSA=12.2. (3) Drug 1: CCCCCOC(=O)NC1=NC(=O)N(C=C1F)C2C(C(C(O2)C)O)O. Drug 2: CC1CCC2CC(C(=CC=CC=CC(CC(C(=O)C(C(C(=CC(C(=O)CC(OC(=O)C3CCCCN3C(=O)C(=O)C1(O2)O)C(C)CC4CCC(C(C4)OC)O)C)C)O)OC)C)C)C)OC. Cell line: A549. Synergy scores: CSS=4.51, Synergy_ZIP=-2.40, Synergy_Bliss=0.370, Synergy_Loewe=1.57, Synergy_HSA=1.62.